This data is from Reaction yield outcomes from USPTO patents with 853,638 reactions. The task is: Predict the reaction yield, written as a fraction of the theoretical maximum amount of product (1.0 means a 100% yield; for example, 0.34 means a 34% yield). The reactants are [CH3:1][C:2]1([CH3:19])[CH2:7][C:6]([CH3:9])([CH3:8])[CH2:5][C:4](=[N:10][NH:11][C:12]([O:14][C:15]([CH3:18])([CH3:17])[CH3:16])=[O:13])[CH2:3]1. The catalyst is C(O)C.[Pt].O. The product is [CH3:1][C:2]1([CH3:19])[CH2:7][C:6]([CH3:8])([CH3:9])[CH2:5][CH:4]([NH:10][NH:11][C:12]([O:14][C:15]([CH3:18])([CH3:17])[CH3:16])=[O:13])[CH2:3]1. The yield is 0.830.